This data is from Forward reaction prediction with 1.9M reactions from USPTO patents (1976-2016). The task is: Predict the product of the given reaction. (1) Given the reactants C(ON=O)CC(C)C.I[CH2:10][I:11].NC1[CH:22]=[C:21]2[C:16]([CH2:17][CH2:18][N:19]([C:24]3[CH:25]=[N:26][CH:27]=[CH:28][C:29]=3[C:30]([F:33])([F:32])[F:31])[C:20]2=[O:23])=[CH:15][C:14]=1[F:34].C(OCC)(=O)C, predict the reaction product. The product is: [F:34][C:14]1[CH:15]=[C:16]2[C:21](=[CH:22][C:10]=1[I:11])[C:20](=[O:23])[N:19]([C:24]1[CH:25]=[N:26][CH:27]=[CH:28][C:29]=1[C:30]([F:31])([F:33])[F:32])[CH2:18][CH2:17]2. (2) Given the reactants C[O:2][C:3]1[CH:4]=[C:5]([C@@H:9]([NH:11][C:12]([C:14]2[C:23]3[C:18](=[CH:19][CH:20]=[CH:21][CH:22]=3)[N:17]=[C:16]([C:24]3[CH:29]=[CH:28][CH:27]=[CH:26][CH:25]=3)[C:15]=2[CH2:30][N:31]2[CH2:36][CH2:35][NH:34][CH2:33][CH2:32]2)=[O:13])[CH3:10])[CH:6]=[CH:7][CH:8]=1.B(Br)(Br)Br, predict the reaction product. The product is: [OH:2][C:3]1[CH:4]=[C:5]([C@@H:9]([NH:11][C:12]([C:14]2[C:23]3[C:18](=[CH:19][CH:20]=[CH:21][CH:22]=3)[N:17]=[C:16]([C:24]3[CH:29]=[CH:28][CH:27]=[CH:26][CH:25]=3)[C:15]=2[CH2:30][N:31]2[CH2:32][CH2:33][NH:34][CH2:35][CH2:36]2)=[O:13])[CH3:10])[CH:6]=[CH:7][CH:8]=1. (3) The product is: [F:9][C:5]1[CH:6]=[C:7]([CH3:8])[C:2]([NH2:70])=[N:3][CH:4]=1. Given the reactants Cl[C:2]1[C:7]([CH3:8])=[CH:6][C:5]([F:9])=[CH:4][N:3]=1.[Na].C1C=CC(P(C2C(C3C(P(C4C=CC=CC=4)C4C=CC=CC=4)=CC=C4C=3C=CC=C4)=C3C(C=CC=C3)=CC=2)C2C=CC=CC=2)=CC=1.C(=[NH:70])(C1C=CC=CC=1)C1C=CC=CC=1, predict the reaction product. (4) Given the reactants C1CCN2C(=NCCC2)CC1.Cl.[NH2:13][CH2:14][C:15]1[CH:16]=[C:17]2[C:21](=[CH:22][CH:23]=1)[C:20](=[O:24])[N:19]([CH:25]1[CH2:30][CH2:29][C:28](=[O:31])[NH:27][C:26]1=[O:32])[C:18]2=[O:33].[O:34]=[C:35]1[N:39]([CH2:40][CH2:41][CH2:42][CH2:43][CH2:44][C:45](O)=[O:46])[CH2:38][CH2:37][O:36]1.C1C=CC2N(O)N=NC=2C=1.C(Cl)CCl, predict the reaction product. The product is: [O:32]=[C:26]1[CH:25]([N:19]2[C:18](=[O:33])[C:17]3[C:21](=[CH:22][CH:23]=[C:15]([CH2:14][NH:13][C:45](=[O:46])[CH2:44][CH2:43][CH2:42][CH2:41][CH2:40][N:39]4[CH2:38][CH2:37][O:36][C:35]4=[O:34])[CH:16]=3)[C:20]2=[O:24])[CH2:30][CH2:29][C:28](=[O:31])[NH:27]1. (5) Given the reactants [F:1][C:2]1[CH:3]=[C:4]2[C:8](=[CH:9][CH:10]=1)[NH:7][C:6](=[O:11])/[C:5]/2=[CH:12]\[C:13]1[NH:17][C:16]([CH3:18])=[C:15]([C:19]([OH:21])=O)[C:14]=1[CH3:22].Cl.C(N=C=NCCCN(C)C)C.OC1C2N=NNC=2C=CC=1.C(N(CC)CC)C.[NH2:52][C:53]1[CH:58]=[C:57]([F:59])[CH:56]=[CH:55][C:54]=1[NH:60][C:61](=[O:74])[C:62]1[CH:67]=[CH:66][C:65]([NH:68][CH2:69][CH2:70][CH2:71][CH2:72][NH2:73])=[N:64][CH:63]=1, predict the reaction product. The product is: [NH2:52][C:53]1[CH:58]=[C:57]([F:59])[CH:56]=[CH:55][C:54]=1[NH:60][C:61](=[O:74])[C:62]1[CH:67]=[CH:66][C:65]([NH:68][CH2:69][CH2:70][CH2:71][CH2:72][NH:73][C:19]([C:15]2[C:14]([CH3:22])=[C:13](/[CH:12]=[C:5]3\[C:6](=[O:11])[NH:7][C:8]4[C:4]\3=[CH:3][C:2]([F:1])=[CH:10][CH:9]=4)[NH:17][C:16]=2[CH3:18])=[O:21])=[N:64][CH:63]=1.